This data is from Kir2.1 potassium channel HTS with 301,493 compounds. The task is: Binary Classification. Given a drug SMILES string, predict its activity (active/inactive) in a high-throughput screening assay against a specified biological target. (1) The molecule is S(=O)(=O)(N1CCCC1)c1ncn(c1)CC(=O)Nc1c(c(ccc1)C)C. The result is 0 (inactive). (2) The compound is S=C(N\N=C1\c2c(N(CC(=O)Nc3ccccc3)C1=O)cccc2)N. The result is 0 (inactive).